From a dataset of Full USPTO retrosynthesis dataset with 1.9M reactions from patents (1976-2016). Predict the reactants needed to synthesize the given product. (1) Given the product [Br:18][C:5]1[C:6]([C:9]([F:12])([F:11])[F:10])=[CH:7][CH:8]=[C:3]([O:2][CH3:1])[C:4]=1/[N:13]=[CH:14]/[N:15]([CH3:16])[CH3:17], predict the reactants needed to synthesize it. The reactants are: [CH3:1][O:2][C:3]1[CH:8]=[CH:7][C:6]([C:9]([F:12])([F:11])[F:10])=[CH:5][C:4]=1/[N:13]=[CH:14]/[N:15]([CH3:17])[CH3:16].[Br:18]N1C(=O)CCC1=O. (2) Given the product [Cl:13][C:14]1[CH:15]=[C:16]([C:17]([N:7]2[C:6]3[CH:11]=[CH:12][C:3]([O:2][CH3:1])=[CH:4][C:5]=3[O:10][CH2:9][CH2:8]2)=[O:18])[CH:20]=[C:21]([Cl:24])[C:22]=1[OH:23], predict the reactants needed to synthesize it. The reactants are: [CH3:1][O:2][C:3]1[CH:12]=[CH:11][C:6]2[NH:7][CH2:8][CH2:9][O:10][C:5]=2[CH:4]=1.[Cl:13][C:14]1[CH:15]=[C:16]([CH:20]=[C:21]([Cl:24])[C:22]=1[OH:23])[C:17](Cl)=[O:18]. (3) Given the product [F:1][C@@H:2]1[C@@H:6]([CH2:7][O:8][C:40](=[O:41])[CH:39]([O:43][C:44](=[O:62])[CH2:45][CH2:46][CH2:47][CH2:48][CH2:49][CH2:50][CH2:51][CH2:52][CH2:53][CH2:54][CH2:55][CH2:56][CH2:57][CH2:58][CH2:59][CH2:60][CH3:61])[CH2:38][O:37][C:35](=[O:36])[C@H:31]([CH:32]([CH3:33])[CH3:34])[NH:30][C:20]([O:22][CH2:23][C:24]2[CH:29]=[CH:28][CH:27]=[CH:26][CH:25]=2)=[O:21])[O:5][C@@H:4]([N:9]2[C:19]3[N:18]=[C:16]([NH2:17])[NH:15][C:13](=[O:14])[C:12]=3[N:11]=[CH:10]2)[CH2:3]1, predict the reactants needed to synthesize it. The reactants are: [F:1][C@@H:2]1[C@@H:6]([CH2:7][OH:8])[O:5][C@@H:4]([N:9]2[C:19]3[N:18]=[C:16]([NH2:17])[NH:15][C:13](=[O:14])[C:12]=3[N:11]=[CH:10]2)[CH2:3]1.[C:20]([NH:30][C@H:31]([C:35]([O:37][CH2:38][CH:39]([O:43][C:44](=[O:62])[CH2:45][CH2:46][CH2:47][CH2:48][CH2:49][CH2:50][CH2:51][CH2:52][CH2:53][CH2:54][CH2:55][CH2:56][CH2:57][CH2:58][CH2:59][CH2:60][CH3:61])[C:40](O)=[O:41])=[O:36])[CH:32]([CH3:34])[CH3:33])([O:22][CH2:23][C:24]1[CH:29]=[CH:28][CH:27]=[CH:26][CH:25]=1)=[O:21].C1C=CC2N(O)N=NC=2C=1.C1CCC(N=C=NC2CCCCC2)CC1. (4) Given the product [OH:1][C@H:2]([CH3:6])[C:3]([NH:5][C:10]1[CH:11]=[CH:12][C:13]2[N:14]([C:16]([C:19]3[O:27][C:26]4[CH:25]=[CH:24][N:23]=[C:22]([O:28][CH3:29])[C:21]=4[CH:20]=3)=[CH:17][N:18]=2)[N:15]=1)=[O:4], predict the reactants needed to synthesize it. The reactants are: [OH:1][C@H:2]([CH3:6])[C:3]([NH2:5])=[O:4].[H-].[Na+].Cl[C:10]1[CH:11]=[CH:12][C:13]2[N:14]([C:16]([C:19]3[O:27][C:26]4[CH:25]=[CH:24][N:23]=[C:22]([O:28][CH3:29])[C:21]=4[CH:20]=3)=[CH:17][N:18]=2)[N:15]=1.